From a dataset of Reaction yield outcomes from USPTO patents with 853,638 reactions. Predict the reaction yield, written as a fraction of the theoretical maximum amount of product (1.0 means a 100% yield; for example, 0.34 means a 34% yield). The reactants are [CH3:1][N:2]1[CH2:7][CH2:6][N:5]2[N:8]=[C:9]([NH2:11])[CH:10]=[C:4]2[CH2:3]1.Br[C:13]1[C:14](=[O:21])[N:15]([CH3:20])[CH:16]=[C:17]([Br:19])[CH:18]=1.C1(P(C2C=CC=CC=2)C2(P(C3C=CC=CC=3)C3C=CC=CC=3)CC=C3C(C=CC=C3)=C2C2C3C(=CC=CC=3)C=CC=2)C=CC=CC=1.C(=O)([O-])[O-].[Cs+].[Cs+]. The catalyst is C1C=CC(/C=C/C(/C=C/C2C=CC=CC=2)=O)=CC=1.C1C=CC(/C=C/C(/C=C/C2C=CC=CC=2)=O)=CC=1.C1C=CC(/C=C/C(/C=C/C2C=CC=CC=2)=O)=CC=1.[Pd].[Pd].O1CCOCC1. The product is [Br:19][C:17]1[CH:18]=[C:13]([NH:11][C:9]2[CH:10]=[C:4]3[CH2:3][N:2]([CH3:1])[CH2:7][CH2:6][N:5]3[N:8]=2)[C:14](=[O:21])[N:15]([CH3:20])[CH:16]=1. The yield is 0.140.